Predict the product of the given reaction. From a dataset of Forward reaction prediction with 1.9M reactions from USPTO patents (1976-2016). (1) The product is: [N:45]1[CH:46]=[CH:47][CH:48]=[CH:49][C:44]=1[CH2:43][CH2:42][NH:41][C:53]([C:35]1[CH:36]=[CH:37][C:32]([C:29]2[CH:28]=[CH:27][C:26]([CH2:20][CH2:21][CH2:22][CH2:23][CH2:24][CH3:25])=[CH:31][CH:30]=2)=[CH:33][CH:34]=1)=[O:54]. Given the reactants C1(P(C2C=CC=CC=2)C2C=CC=CC=2)C=CC=CC=1.[CH2:20]([C:26]1[CH:31]=[CH:30][C:29]([C:32]2[C:33](C(O)=O)=[CH:34][CH:35]=[CH:36][CH:37]=2)=[CH:28][CH:27]=1)[CH2:21][CH2:22][CH2:23][CH2:24][CH3:25].[NH2:41][CH2:42][CH2:43][C:44]1[CH:49]=[CH:48][CH:47]=[CH:46][N:45]=1.CN1CC[O:54][CH2:53]C1.C(O)C(N)(CO)CO, predict the reaction product. (2) Given the reactants [NH:1]1[C:11]2[C:6](=[CH:7][CH:8]=[CH:9][CH:10]=2)[C:4](=[O:5])[C:2]1=O.[CH3:12][C:13]([CH2:15][C:16](O)=O)=O.[C:19]([O-:22])([O-])=O.[Na+].[Na+], predict the reaction product. The product is: [CH:13]1[CH:15]=[CH:16][C:2]2[NH:1][C:19]([OH:22])=[C:6]([C:2]3[C:4](=[O:5])[C:6]4[CH:7]=[CH:8][CH:9]=[CH:10][C:11]=4[N:1]=3)[C:4]=2[CH:12]=1. (3) Given the reactants [Br:1][C:2]1[C:3]2[CH2:10][C:9](C(OC)=O)=[C:8]([O-:15])[C:4]=2[CH:5]=[N:6][CH:7]=1.[Na+].CCOCC.[OH-].[K+], predict the reaction product. The product is: [Br:1][C:2]1[C:3]2[CH2:10][CH2:9][C:8](=[O:15])[C:4]=2[CH:5]=[N:6][CH:7]=1. (4) Given the reactants [CH3:1][O:2][C:3]1[CH:4]=[C:5]2[C:10](=[CH:11][C:12]=1[O:13][CH3:14])[N:9]=[CH:8][N:7]=[C:6]2[NH:15][C:16]1[CH:17]=[CH:18][C:19]([NH:22]C(=O)OC(C)(C)C)=[N:20][CH:21]=1.FC(F)(F)C(O)=O.O, predict the reaction product. The product is: [CH3:1][O:2][C:3]1[CH:4]=[C:5]2[C:10](=[CH:11][C:12]=1[O:13][CH3:14])[N:9]=[CH:8][N:7]=[C:6]2[NH:15][C:16]1[CH:17]=[CH:18][C:19]([NH2:22])=[N:20][CH:21]=1. (5) The product is: [CH2:16]([N:4]1[C:5](=[O:6])[CH2:7][S:1][C:2]1=[S:3])[C:15]([C:18]1[CH:23]=[CH:22][CH:21]=[CH:20][CH:19]=1)=[O:17]. Given the reactants [S:1]1[CH2:7][C:5](=[O:6])[NH:4][C:2]1=[S:3].C([O-])([O-])=O.[K+].[K+].[Br-].[C:15]([C:18]1[CH:23]=[CH:22][CH:21]=[CH:20][CH:19]=1)(=[O:17])[CH3:16], predict the reaction product. (6) Given the reactants [C:1]([C:5]1[CH:9]=[C:8]([CH2:10][NH2:11])[N:7]([C:12]2[CH:17]=[CH:16][CH:15]=[C:14]([Cl:18])[CH:13]=2)[N:6]=1)([CH3:4])([CH3:3])[CH3:2].C(=O)([O-])[O-].[K+].[K+].Cl[C:26]([O:28][C:29]1[CH:34]=[CH:33][CH:32]=[CH:31][CH:30]=1)=[O:27].C(OCC)(=O)C.CCCCCC, predict the reaction product. The product is: [C:29]1([O:28][C:26](=[O:27])[NH:11][CH2:10][C:8]2[N:7]([C:12]3[CH:17]=[CH:16][CH:15]=[C:14]([Cl:18])[CH:13]=3)[N:6]=[C:5]([C:1]([CH3:4])([CH3:2])[CH3:3])[CH:9]=2)[CH:34]=[CH:33][CH:32]=[CH:31][CH:30]=1. (7) Given the reactants [C:1]([OH:18])(=[O:17])[C:2]1[C:3](=[CH:7][C:8](=[C:12]([CH:16]=1)[C:13]([OH:15])=[O:14])[C:9]([OH:11])=[O:10])[C:4]([OH:6])=[O:5].[H][H], predict the reaction product. The product is: [CH:8]1([C:9]([OH:11])=[O:10])[CH2:7][CH:3]([C:4]([OH:6])=[O:5])[CH:2]([C:1]([OH:18])=[O:17])[CH2:16][CH:12]1[C:13]([OH:15])=[O:14].